This data is from Forward reaction prediction with 1.9M reactions from USPTO patents (1976-2016). The task is: Predict the product of the given reaction. (1) Given the reactants [CH3:1][O:2][C:3]1[CH:20]=[CH:19][C:6]([CH2:7][N:8]2[C:12]([CH2:13][CH2:14][CH2:15][C:16]([OH:18])=O)=[N:11][N:10]=[N:9]2)=[CH:5][CH:4]=1.[NH2:21][CH:22]1[CH2:27][CH2:26][N:25]([C:28]([O:30][CH2:31][C:32]2[CH:37]=[C:36]([Cl:38])[CH:35]=[C:34]([Cl:39])[CH:33]=2)=[O:29])[CH2:24][CH2:23]1, predict the reaction product. The product is: [CH3:1][O:2][C:3]1[CH:4]=[CH:5][C:6]([CH2:7][N:8]2[C:12]([CH2:13][CH2:14][CH2:15][C:16]([NH:21][CH:22]3[CH2:23][CH2:24][N:25]([C:28]([O:30][CH2:31][C:32]4[CH:37]=[C:36]([Cl:38])[CH:35]=[C:34]([Cl:39])[CH:33]=4)=[O:29])[CH2:26][CH2:27]3)=[O:18])=[N:11][N:10]=[N:9]2)=[CH:19][CH:20]=1. (2) Given the reactants [Cl:1][C:2]1[CH:3]=[C:4]([NH:19][C:20]2[C:30]3[CH:29]=[C:28]([C:31]([OH:33])=O)[CH2:27][CH2:26][NH:25][C:24]=3[N:23]=[CH:22][N:21]=2)[CH:5]=[CH:6][C:7]=1[O:8][C:9]1[CH:14]=[CH:13][CH:12]=[C:11]([C:15]([F:18])([F:17])[F:16])[CH:10]=1.[OH:34]N1C2C=CC=CC=2N=N1.Cl.C(N=C=NCCCN(C)C)C.Cl.[CH3:57][NH:58][CH2:59][C:60]([O:62][CH2:63][CH3:64])=[O:61].CN(C)[CH:67]=[O:68], predict the reaction product. The product is: [F:16][C:15]([F:18])([F:17])[C:67]([OH:68])=[O:34].[Cl:1][C:2]1[CH:3]=[C:4]([NH:19][C:20]2[C:30]3[CH:29]=[C:28]([C:31]([N:58]([CH3:57])[CH2:59][C:60]([O:62][CH2:63][CH3:64])=[O:61])=[O:33])[CH2:27][CH2:26][NH:25][C:24]=3[N:23]=[CH:22][N:21]=2)[CH:5]=[CH:6][C:7]=1[O:8][C:9]1[CH:14]=[CH:13][CH:12]=[C:11]([C:15]([F:17])([F:16])[F:18])[CH:10]=1. (3) Given the reactants [CH3:1][O:2][C:3](/[CH:5]=[CH:6]/[C:7]([O:9][CH:10]([CH3:14])C(O)=O)=[O:8])=[O:4].C(Cl)(=O)[C:16](Cl)=[O:17].[CH2:21]([O:23][C:24](=[O:34])[CH2:25][NH:26][CH2:27][C:28]1[CH:33]=[CH:32][CH:31]=[CH:30][CH:29]=1)[CH3:22].C(N(C(C)C)CC)(C)C, predict the reaction product. The product is: [C:7]([O:9][CH2:10][CH2:14][C:16](=[O:17])[N:26]([CH2:25][C:24]([O:23][CH2:21][CH3:22])=[O:34])[CH2:27][C:28]1[CH:33]=[CH:32][CH:31]=[CH:30][CH:29]=1)(=[O:8])/[CH:6]=[CH:5]/[C:3]([O:2][CH3:1])=[O:4]. (4) Given the reactants Br[CH2:2][C:3]1[S:12][C:6]2[N:7]=[CH:8][N:9]=[C:10]([NH2:11])[C:5]=2[C:4]=1[C:13]1[CH:18]=[CH:17][C:16]([N+:19]([O-:21])=[O:20])=[CH:15][CH:14]=1.[CH3:22][N:23]1[CH2:28][CH2:27][NH:26][CH2:25][CH2:24]1, predict the reaction product. The product is: [CH3:22][N:23]1[CH2:28][CH2:27][N:26]([CH2:2][C:3]2[S:12][C:6]3[N:7]=[CH:8][N:9]=[C:10]([NH2:11])[C:5]=3[C:4]=2[C:13]2[CH:18]=[CH:17][C:16]([N+:19]([O-:21])=[O:20])=[CH:15][CH:14]=2)[CH2:25][CH2:24]1.